Dataset: Full USPTO retrosynthesis dataset with 1.9M reactions from patents (1976-2016). Task: Predict the reactants needed to synthesize the given product. (1) Given the product [Cl:1][C:2]1[N:11]=[C:10]([NH:12][CH2:13][CH2:14][C:15]([NH2:19])=[O:17])[C:9]2[C:4](=[N:5][CH:6]=[CH:7][N:8]=2)[CH:3]=1, predict the reactants needed to synthesize it. The reactants are: [Cl:1][C:2]1[N:11]=[C:10]([NH:12][CH2:13][CH2:14][C:15]([OH:17])=O)[C:9]2[C:4](=[N:5][CH:6]=[CH:7][N:8]=2)[CH:3]=1.C[N:19](C(ON1N=NC2C=CC=NC1=2)=[N+](C)C)C.F[P-](F)(F)(F)(F)F.CCN(C(C)C)C(C)C.[NH4+].[Cl-]. (2) Given the product [C:1]([O:5][C:6](=[O:32])[NH:7][CH2:8][C:9]1([C:25]2[CH:30]=[CH:29][CH:28]=[C:27]([Cl:31])[CH:26]=2)[CH2:14][CH2:13][CH:12]([N:15]2[C:20](=[O:21])[CH:19]=[CH:18][C:17]([N:22]3[CH:33]=[C:34]([CH2:35][CH2:36][CH3:37])[NH:24][NH:23]3)=[N:16]2)[CH2:11][CH2:10]1)([CH3:4])([CH3:2])[CH3:3], predict the reactants needed to synthesize it. The reactants are: [C:1]([O:5][C:6](=[O:32])[NH:7][CH2:8][C:9]1([C:25]2[CH:30]=[CH:29][CH:28]=[C:27]([Cl:31])[CH:26]=2)[CH2:14][CH2:13][CH:12]([N:15]2[C:20](=[O:21])[CH:19]=[CH:18][C:17]([N:22]=[N+:23]=[N-:24])=[N:16]2)[CH2:11][CH2:10]1)([CH3:4])([CH3:3])[CH3:2].[CH:33]#[C:34][CH2:35][CH2:36][CH3:37].O=C1O[C@H]([C@H](CO)O)C([O-])=C1O.[Na+]. (3) Given the product [Br:1][C:2]1[CH:3]=[CH:4][C:5]([Cl:21])=[C:6]([CH2:8][C:10]2[CH:11]=[CH:12][C:13]([O:16][C:17]([F:20])([F:18])[F:19])=[CH:14][CH:15]=2)[CH:7]=1, predict the reactants needed to synthesize it. The reactants are: [Br:1][C:2]1[CH:3]=[CH:4][C:5]([Cl:21])=[C:6]([CH:8]([C:10]2[CH:15]=[CH:14][C:13]([O:16][C:17]([F:20])([F:19])[F:18])=[CH:12][CH:11]=2)O)[CH:7]=1.C([SiH](CC)CC)C.B(F)(F)F.CCOCC. (4) Given the product [Cl:33][C:34]1[C:39]([CH3:40])=[CH:38][C:37]([O:13][CH2:12][CH2:11][CH2:10][C:3]2[C:4]3[C:9](=[CH:8][CH:7]=[CH:6][CH:5]=3)[NH:1][CH:2]=2)=[CH:36][C:35]=1[CH3:42], predict the reactants needed to synthesize it. The reactants are: [NH:1]1[C:9]2[C:4](=[CH:5][CH:6]=[CH:7][CH:8]=2)[C:3]([CH2:10][CH2:11][CH2:12][OH:13])=[CH:2]1.C1C=CC(P(C2C=CC=CC=2)C2C=CC=CC=2)=CC=1.[Cl:33][C:34]1[C:39]([CH3:40])=[CH:38][C:37](O)=[CH:36][C:35]=1[CH3:42]. (5) Given the product [C:1]1([S:7]([N:10]2[C:18]3[C:13](=[C:14]([CH2:19][OH:20])[CH:15]=[CH:16][CH:17]=3)[CH:12]=[N:11]2)(=[O:8])=[O:9])[CH:2]=[CH:3][CH:4]=[CH:5][CH:6]=1, predict the reactants needed to synthesize it. The reactants are: [C:1]1([S:7]([N:10]2[C:18]3[CH:17]=[CH:16][CH:15]=[C:14]([C:19](OC)=[O:20])[C:13]=3[CH:12]=[N:11]2)(=[O:9])=[O:8])[CH:6]=[CH:5][CH:4]=[CH:3][CH:2]=1.C1COCC1.[BH4-].[Li+]. (6) Given the product [Cl:7][C:8]1[CH:13]=[CH:12][C:11]([C@@H:14]([NH2:21])[C@:15]([C:29]2[CH:30]=[CH:31][C:32]([Cl:35])=[CH:33][CH:34]=2)([NH2:16])[CH3:28])=[CH:10][CH:9]=1, predict the reactants needed to synthesize it. The reactants are: N1C=CC=CC=1.[Cl:7][C:8]1[CH:13]=[CH:12][C:11]([C@H:14]2[N:21]3C(SC(C(O)=O)=C3C(C)C)=[N:16][C@:15]2([C:29]2[CH:34]=[CH:33][C:32]([Cl:35])=[CH:31][CH:30]=2)[CH3:28])=[CH:10][CH:9]=1. (7) Given the product [CH3:15][N:16]([CH2:20][C:21]([O:23][NH:24][S:11]([C:6]1[CH:7]=[CH:8][CH:9]=[CH:10][C:5]=1[S:2]([CH3:1])(=[O:4])=[O:3])(=[O:13])=[O:12])=[O:22])[C:17](=[O:19])[CH3:18], predict the reactants needed to synthesize it. The reactants are: [CH3:1][S:2]([C:5]1[CH:10]=[CH:9][CH:8]=[CH:7][C:6]=1[S:11](Cl)(=[O:13])=[O:12])(=[O:4])=[O:3].[CH3:15][N:16]([CH2:20][C:21]([O:23][NH:24]C(OC(C)(C)C)=O)=[O:22])[C:17](=[O:19])[CH3:18].